Dataset: Full USPTO retrosynthesis dataset with 1.9M reactions from patents (1976-2016). Task: Predict the reactants needed to synthesize the given product. Given the product [CH3:15][C:14]1[CH:16]=[CH:17][C:11]([S:8]([O:7][CH2:6][CH2:5][O:4][CH:1]2[CH2:3][CH2:2]2)(=[O:10])=[O:9])=[CH:12][CH:13]=1, predict the reactants needed to synthesize it. The reactants are: [CH:1]1([O:4][CH2:5][CH2:6][OH:7])[CH2:3][CH2:2]1.[S:8](Cl)([C:11]1[CH:17]=[CH:16][C:14]([CH3:15])=[CH:13][CH:12]=1)(=[O:10])=[O:9].CCN(CC)CC.Cl.